From a dataset of Catalyst prediction with 721,799 reactions and 888 catalyst types from USPTO. Predict which catalyst facilitates the given reaction. (1) Reactant: Br[C:2]1[CH:3]=[C:4]([CH:7]=[CH:8][C:9]=1[O:10][CH:11]([CH3:13])[CH3:12])[CH:5]=[O:6].[CH2:14]([O:16][CH2:17][CH2:18][O:19][C:20]1[CH:25]=[C:24]([CH3:26])[C:23](B(O)O)=[C:22]([CH3:30])[CH:21]=1)[CH3:15].C1(P(C2CCCCC2)C2C=CC=CC=2C2C=CC=CC=2)CCCCC1.P([O-])([O-])([O-])=O.[K+].[K+].[K+]. Product: [CH2:14]([O:16][CH2:17][CH2:18][O:19][C:20]1[CH:21]=[C:22]([CH3:30])[C:23]([C:2]2[C:9]([O:10][CH:11]([CH3:13])[CH3:12])=[CH:8][CH:7]=[C:4]([CH:5]=[O:6])[CH:3]=2)=[C:24]([CH3:26])[CH:25]=1)[CH3:15]. The catalyst class is: 187. (2) The catalyst class is: 25. Reactant: [CH3:1][O:2][C:3](=[O:18])[C:4]1[C:9]([F:10])=[CH:8][CH:7]=[C:6]([N+:11]([O-])=O)[C:5]=1[NH:14][CH:15]1[CH2:17][CH2:16]1. Product: [CH3:1][O:2][C:3](=[O:18])[C:4]1[C:9]([F:10])=[CH:8][CH:7]=[C:6]([NH2:11])[C:5]=1[NH:14][CH:15]1[CH2:16][CH2:17]1.